Predict the product of the given reaction. From a dataset of Forward reaction prediction with 1.9M reactions from USPTO patents (1976-2016). Given the reactants [CH3:1][S:2][CH3:3].ClN1C(=O)CCC1=O.[CH3:12][O:13][C:14]([C:16]1[CH:24]=[C:23]2[C:19](C=[CH:21][NH:22]2)=[CH:18][CH:17]=1)=[O:15], predict the reaction product. The product is: [CH3:1][S:2][C:3]1[C:19]2[C:23](=[CH:24][C:16]([C:14]([O:13][CH3:12])=[O:15])=[CH:17][CH:18]=2)[NH:22][CH:21]=1.